This data is from Peptide-MHC class II binding affinity with 134,281 pairs from IEDB. The task is: Regression. Given a peptide amino acid sequence and an MHC pseudo amino acid sequence, predict their binding affinity value. This is MHC class II binding data. The peptide sequence is FERLAITKGKVDPTD. The MHC is DRB1_0401 with pseudo-sequence DRB1_0401. The binding affinity (normalized) is 0.204.